Dataset: Catalyst prediction with 721,799 reactions and 888 catalyst types from USPTO. Task: Predict which catalyst facilitates the given reaction. Reactant: [OH:1][C@@H:2]1[C@@H:6]([OH:7])[CH2:5][N:4]([C:8]([O:10][C:11]([CH3:14])([CH3:13])[CH3:12])=[O:9])[CH2:3]1.Cl[C:16]([C:33]1[CH:38]=[CH:37][CH:36]=[CH:35][CH:34]=1)([C:25]1[CH:30]=[CH:29][C:28]([O:31][CH3:32])=[CH:27][CH:26]=1)[C:17]1[CH:22]=[CH:21][C:20]([O:23][CH3:24])=[CH:19][CH:18]=1. Product: [CH3:32][O:31][C:28]1[CH:27]=[CH:26][C:25]([C:16]([C:17]2[CH:18]=[CH:19][C:20]([O:23][CH3:24])=[CH:21][CH:22]=2)([C:33]2[CH:38]=[CH:37][CH:36]=[CH:35][CH:34]=2)[O:1][C@@H:2]2[C@@H:6]([OH:7])[CH2:5][N:4]([C:8]([O:10][C:11]([CH3:14])([CH3:13])[CH3:12])=[O:9])[CH2:3]2)=[CH:30][CH:29]=1. The catalyst class is: 17.